Dataset: Full USPTO retrosynthesis dataset with 1.9M reactions from patents (1976-2016). Task: Predict the reactants needed to synthesize the given product. (1) Given the product [C:9]([C:10]1[CH:15]=[C:14]([NH:22][CH2:21][C:20]2[CH:23]=[CH:24][CH:25]=[CH:18][CH:19]=2)[CH:13]=[CH:12][CH:11]=1)#[N:16], predict the reactants needed to synthesize it. The reactants are: [O-]P([O-])([O-])=O.[K+].[K+].[K+].[CH2:9]([NH2:16])[C:10]1[CH:15]=[CH:14][CH:13]=[CH:12][CH:11]=1.I[C:18]1[CH:19]=[C:20]([CH:23]=[CH:24][CH:25]=1)[C:21]#[N:22].C(O)CO. (2) Given the product [C:17]([O:16][C:14]([N:21]1[CH2:29][C:27](=[O:28])[CH2:26][C@H:22]1[C:23]([OH:25])=[O:24])=[O:15])([CH3:20])([CH3:18])[CH3:19], predict the reactants needed to synthesize it. The reactants are: CC(C)=O.OS(O)(=O)=O.O=[Cr](=O)=O.[C:14]([N:21]1[CH2:29][C@H:27]([OH:28])[CH2:26][C@H:22]1[C:23]([OH:25])=[O:24])([O:16][C:17]([CH3:20])([CH3:19])[CH3:18])=[O:15].